This data is from NCI-60 drug combinations with 297,098 pairs across 59 cell lines. The task is: Regression. Given two drug SMILES strings and cell line genomic features, predict the synergy score measuring deviation from expected non-interaction effect. (1) Drug 1: CC1C(C(=O)NC(C(=O)N2CCCC2C(=O)N(CC(=O)N(C(C(=O)O1)C(C)C)C)C)C(C)C)NC(=O)C3=C4C(=C(C=C3)C)OC5=C(C(=O)C(=C(C5=N4)C(=O)NC6C(OC(=O)C(N(C(=O)CN(C(=O)C7CCCN7C(=O)C(NC6=O)C(C)C)C)C)C(C)C)C)N)C. Drug 2: CS(=O)(=O)OCCCCOS(=O)(=O)C. Cell line: SF-295. Synergy scores: CSS=21.3, Synergy_ZIP=-6.61, Synergy_Bliss=-0.163, Synergy_Loewe=-30.4, Synergy_HSA=-2.28. (2) Drug 1: C1CC(=O)NC(=O)C1N2CC3=C(C2=O)C=CC=C3N. Drug 2: CC1OCC2C(O1)C(C(C(O2)OC3C4COC(=O)C4C(C5=CC6=C(C=C35)OCO6)C7=CC(=C(C(=C7)OC)O)OC)O)O. Cell line: HOP-62. Synergy scores: CSS=54.5, Synergy_ZIP=3.53, Synergy_Bliss=5.81, Synergy_Loewe=-12.4, Synergy_HSA=8.55. (3) Drug 1: CC1C(C(=O)NC(C(=O)N2CCCC2C(=O)N(CC(=O)N(C(C(=O)O1)C(C)C)C)C)C(C)C)NC(=O)C3=C4C(=C(C=C3)C)OC5=C(C(=O)C(=C(C5=N4)C(=O)NC6C(OC(=O)C(N(C(=O)CN(C(=O)C7CCCN7C(=O)C(NC6=O)C(C)C)C)C)C(C)C)C)N)C. Drug 2: C(=O)(N)NO. Cell line: MDA-MB-435. Synergy scores: CSS=23.2, Synergy_ZIP=-6.43, Synergy_Bliss=0.619, Synergy_Loewe=-26.7, Synergy_HSA=-1.80.